Dataset: Full USPTO retrosynthesis dataset with 1.9M reactions from patents (1976-2016). Task: Predict the reactants needed to synthesize the given product. The reactants are: [NH:1]1[CH2:6][CH2:5][C:4]2([O:11][C:10]3[C:12]4[C:17]([C:18](=[O:21])[C:19](=[O:20])[C:9]=3[S:8][CH2:7]2)=[CH:16][CH:15]=[CH:14][CH:13]=4)[CH2:3][CH2:2]1.[C:22](Cl)(=[O:29])[C:23]1[CH:28]=[CH:27][N:26]=[CH:25][CH:24]=1. Given the product [C:22]([N:1]1[CH2:2][CH2:3][C:4]2([O:11][C:10]3[C:12]4[C:17]([C:18](=[O:21])[C:19](=[O:20])[C:9]=3[S:8][CH2:7]2)=[CH:16][CH:15]=[CH:14][CH:13]=4)[CH2:5][CH2:6]1)(=[O:29])[C:23]1[CH:28]=[CH:27][N:26]=[CH:25][CH:24]=1, predict the reactants needed to synthesize it.